Dataset: Reaction yield outcomes from USPTO patents with 853,638 reactions. Task: Predict the reaction yield, written as a fraction of the theoretical maximum amount of product (1.0 means a 100% yield; for example, 0.34 means a 34% yield). The reactants are [C:1]([NH:4][C:5]1[NH:6][C:7](=[O:46])[C:8]2[N:9]=[CH:10][N:11]([C:44]=2[N:45]=1)[C@@H:12]1[O:43][C@H:17]([CH2:18][O:19][C:20]([C:37]2[CH:42]=[CH:41][CH:40]=[CH:39][CH:38]=2)([C:29]2[CH:34]=[CH:33][C:32]([O:35][CH3:36])=[CH:31][CH:30]=2)[C:21]2[CH:26]=[CH:25][C:24]([O:27][CH3:28])=[CH:23][CH:22]=2)[C@@H:15]([OH:16])[C@H:13]1[OH:14])(=[O:3])[CH3:2].C(N(C(C)C)CC)(C)C.[C:56]([CH2:58][CH2:59][O:60][CH2:61]Cl)#[N:57].C(=O)(O)[O-].[Na+]. The catalyst is ClCCCl. The product is [C:1]([NH:4][C:5]1[NH:6][C:7](=[O:46])[C:8]2[N:9]=[CH:10][N:11]([C:44]=2[N:45]=1)[C@@H:12]1[O:43][C@H:17]([CH2:18][O:19][C:20]([C:37]2[CH:38]=[CH:39][CH:40]=[CH:41][CH:42]=2)([C:29]2[CH:34]=[CH:33][C:32]([O:35][CH3:36])=[CH:31][CH:30]=2)[C:21]2[CH:22]=[CH:23][C:24]([O:27][CH3:28])=[CH:25][CH:26]=2)[C@@H:15]([OH:16])[C@H:13]1[O:14][CH2:61][O:60][CH2:59][CH2:58][C:56]#[N:57])(=[O:3])[CH3:2]. The yield is 0.630.